From a dataset of Catalyst prediction with 721,799 reactions and 888 catalyst types from USPTO. Predict which catalyst facilitates the given reaction. (1) Reactant: [NH2:1][C:2]1[N:6]=[CH:5][NH:4][N:3]=1.[CH2:7]([N+:11]#[C-:12])[CH2:8][CH2:9][CH3:10].[Cl:13][C:14]1[CH:21]=[CH:20][CH:19]=[C:18]([F:22])[C:15]=1[CH:16]=O.[C:23](Cl)(=[O:25])[CH3:24]. Product: [CH2:7]([N:11]([C:12]1[N:3]2[NH:4][CH:5]=[N:6][C:2]2=[N:1][C:16]=1[C:15]1[C:18]([F:22])=[CH:19][CH:20]=[CH:21][C:14]=1[Cl:13])[C:23](=[O:25])[CH3:24])[CH2:8][CH2:9][CH3:10]. The catalyst class is: 519. (2) Reactant: C1(OC(=O)[N:9]([C:19]2[CH:24]=[C:23]([O:25][C:26]3[CH:31]=[CH:30][C:29]([NH:32][C:33]([C:35]4([C:38](=[O:46])[NH:39][C:40]5[CH:45]=[CH:44][CH:43]=[CH:42][CH:41]=5)[CH2:37][CH2:36]4)=[O:34])=[C:28]([F:47])[CH:27]=3)[CH:22]=[CH:21][N:20]=2)[C:10](OC2C=CC=CC=2)=[O:11])C=CC=CC=1.Cl.Cl.Cl.[CH3:52][N:53]([CH3:64])[CH:54]1[CH2:57][N:56]([CH:58]2[CH2:63][CH2:62][NH:61][CH2:60][CH2:59]2)[CH2:55]1.C(N(CC)CC)C. Product: [CH3:52][N:53]([CH3:64])[CH:54]1[CH2:55][N:56]([CH:58]2[CH2:63][CH2:62][N:61]([C:10]([NH:9][C:19]3[CH:24]=[C:23]([O:25][C:26]4[CH:31]=[CH:30][C:29]([NH:32][C:33]([C:35]5([C:38]([NH:39][C:40]6[CH:41]=[CH:42][CH:43]=[CH:44][CH:45]=6)=[O:46])[CH2:36][CH2:37]5)=[O:34])=[C:28]([F:47])[CH:27]=4)[CH:22]=[CH:21][N:20]=3)=[O:11])[CH2:60][CH2:59]2)[CH2:57]1. The catalyst class is: 9. (3) Reactant: [BH4-].[Na+].[F:3][C:4]1[CH:9]=[CH:8][C:7]([CH:10]([CH3:15])[C:11](OC)=[O:12])=[CH:6][CH:5]=1. Product: [F:3][C:4]1[CH:5]=[CH:6][C:7]([CH:10]([CH3:15])[CH2:11][OH:12])=[CH:8][CH:9]=1. The catalyst class is: 1. (4) Reactant: [CH3:1][O:2][C:3]1[N:8]=[C:7]([O:9][CH3:10])[N:6]=[C:5]([CH:11]2[C:19]3[C:14](=[CH:15][CH:16]=[C:17]([O:20][CH3:21])[CH:18]=3)[NH:13][C:12]2=[O:22])[N:4]=1.CN1C=CN=C1.[F:29][CH:30]([F:35])[S:31](Cl)(=[O:33])=[O:32].O. Product: [F:29][CH:30]([F:35])[S:31]([N:13]1[C:14]2[C:19](=[CH:18][C:17]([O:20][CH3:21])=[CH:16][CH:15]=2)[CH:11]([C:5]2[N:4]=[C:3]([O:2][CH3:1])[N:8]=[C:7]([O:9][CH3:10])[N:6]=2)[C:12]1=[O:22])(=[O:33])=[O:32]. The catalyst class is: 4. (5) Reactant: [CH3:1][C:2]1[C:6]([CH2:7][N:8]2[CH2:13][CH2:12][N:11]([C:14]3[C:19]([C:20]4[CH:25]=[CH:24][C:23]([F:26])=[CH:22][CH:21]=4)=[N:18][CH:17]=[CH:16][N:15]=3)[CH2:10][CH2:9]2)=[C:5]([CH3:27])[NH:4][N:3]=1.[C:28]1([S:34](Cl)(=[O:36])=[O:35])[CH:33]=[CH:32][CH:31]=[CH:30][CH:29]=1. Product: [C:28]1([S:34]([N:4]2[C:5]([CH3:27])=[C:6]([CH2:7][N:8]3[CH2:13][CH2:12][N:11]([C:14]4[C:19]([C:20]5[CH:25]=[CH:24][C:23]([F:26])=[CH:22][CH:21]=5)=[N:18][CH:17]=[CH:16][N:15]=4)[CH2:10][CH2:9]3)[C:2]([CH3:1])=[N:3]2)(=[O:36])=[O:35])[CH:33]=[CH:32][CH:31]=[CH:30][CH:29]=1. The catalyst class is: 17.